Dataset: NCI-60 drug combinations with 297,098 pairs across 59 cell lines. Task: Regression. Given two drug SMILES strings and cell line genomic features, predict the synergy score measuring deviation from expected non-interaction effect. Drug 1: CC1=C(C=C(C=C1)NC2=NC=CC(=N2)N(C)C3=CC4=NN(C(=C4C=C3)C)C)S(=O)(=O)N.Cl. Drug 2: C1=CN(C(=O)N=C1N)C2C(C(C(O2)CO)O)O.Cl. Cell line: SF-268. Synergy scores: CSS=14.9, Synergy_ZIP=0.821, Synergy_Bliss=3.98, Synergy_Loewe=-41.2, Synergy_HSA=1.43.